From a dataset of Forward reaction prediction with 1.9M reactions from USPTO patents (1976-2016). Predict the product of the given reaction. (1) The product is: [C:8]([C:10]1[CH:11]=[C:12]([NH:16][CH:17]([C:33]2[CH:38]=[CH:37][CH:36]=[CH:35][CH:34]=2)[C:18]([NH:20][C:21]2[CH:26]=[CH:25][C:24]([N:27]3[CH2:28][CH2:29][O:30][CH2:31][CH2:32]3)=[CH:23][CH:22]=2)=[O:19])[CH:13]=[CH:14][CH:15]=1)(=[NH:7])[NH2:9].[CH3:38][C:33]([CH2:17][C:18]([CH2:3][C:2]([OH:5])=[O:4])=[O:19])=[O:1]. Given the reactants [OH2:1].[C:2]([OH:5])(=[O:4])[CH3:3].O[NH:7][C:8]([C:10]1[CH:11]=[C:12]([NH:16][CH:17]([C:33]2[CH:38]=[CH:37][CH:36]=[CH:35][CH:34]=2)[C:18]([NH:20][C:21]2[CH:26]=[CH:25][C:24]([N:27]3[CH2:32][CH2:31][O:30][CH2:29][CH2:28]3)=[CH:23][CH:22]=2)=[O:19])[CH:13]=[CH:14][CH:15]=1)=[NH:9], predict the reaction product. (2) The product is: [NH:36]1[C:37]2[C:33](=[CH:32][CH:31]=[C:30]([NH:29][C:2]3[N:3]=[C:4]([NH:27][CH3:28])[C:5]4[C:10]([C:11]5[CH:12]=[N:13][CH:14]=[CH:15][CH:16]=5)=[CH:9][NH:8][C:6]=4[N:7]=3)[CH:38]=2)[CH:34]=[N:35]1. Given the reactants Cl[C:2]1[N:3]=[C:4]([NH:27][CH3:28])[C:5]2[C:10]([C:11]3[CH:12]=[N:13][CH:14]=[CH:15][CH:16]=3)=[CH:9][N:8](S(C3C=CC(C)=CC=3)(=O)=O)[C:6]=2[N:7]=1.[NH2:29][C:30]1[CH:38]=[C:37]2[C:33]([CH:34]=[N:35][NH:36]2)=[CH:32][CH:31]=1.C[Si](Cl)(C)C, predict the reaction product. (3) Given the reactants [OH:1][CH2:2][C:3]1[N:4]=[C:5]2[C:10]([N:11]3[CH2:16][CH2:15][O:14][CH2:13][CH2:12]3)=[CH:9][CH:8]=[N:7][N:6]2[C:17]=1[C:18]1[CH:19]=[CH:20][C:21]([N:24]2[CH2:29][CH2:28][N:27]([C:30]([O:32][C:33]([CH3:36])([CH3:35])[CH3:34])=[O:31])[CH2:26][CH2:25]2)=[N:22][CH:23]=1.CC(OI1(OC(C)=O)(OC(C)=O)OC(=O)C2C=CC=CC1=2)=O, predict the reaction product. The product is: [CH:2]([C:3]1[N:4]=[C:5]2[C:10]([N:11]3[CH2:16][CH2:15][O:14][CH2:13][CH2:12]3)=[CH:9][CH:8]=[N:7][N:6]2[C:17]=1[C:18]1[CH:19]=[CH:20][C:21]([N:24]2[CH2:25][CH2:26][N:27]([C:30]([O:32][C:33]([CH3:36])([CH3:35])[CH3:34])=[O:31])[CH2:28][CH2:29]2)=[N:22][CH:23]=1)=[O:1]. (4) Given the reactants Cl[C:2]1[CH:7]=[C:6](Cl)[N:5]=[C:4]([NH2:9])[N:3]=1.[F:10][C:11]1[CH:12]=[C:13]2[C:17](=[CH:18][CH:19]=1)[CH2:16][NH:15][CH2:14]2.C(OC([NH:27][CH:28]1[CH2:32][CH2:31][NH:30][CH2:29]1)=O)(C)(C)C.O, predict the reaction product. The product is: [NH2:27][CH:28]1[CH2:32][CH2:31][N:30]([C:2]2[CH:7]=[C:6]([N:15]3[CH2:14][C:13]4[C:17](=[CH:18][CH:19]=[C:11]([F:10])[CH:12]=4)[CH2:16]3)[N:5]=[C:4]([NH2:9])[N:3]=2)[CH2:29]1. (5) Given the reactants [Si:1]([C:8]1[S:9][CH:10]=[C:11]([CH2:13][C@H:14]2[C@@H:18]([CH2:19][O:20][Si:21]([C:24]([CH3:27])([CH3:26])[CH3:25])([CH3:23])[CH3:22])[O:17][C:16]([CH3:29])([CH3:28])[N:15]2[C:30]([O:32][C:33]([CH3:36])([CH3:35])[CH3:34])=[O:31])[N:12]=1)([C:4]([CH3:7])([CH3:6])[CH3:5])([CH3:3])[CH3:2].[Li+].[CH3:38][CH2:39][CH2:40][CH2-].ICCC, predict the reaction product. The product is: [Si:1]([C:8]1[S:9][C:10]([CH2:38][CH2:39][CH3:40])=[C:11]([CH2:13][C@H:14]2[C@@H:18]([CH2:19][O:20][Si:21]([C:24]([CH3:25])([CH3:27])[CH3:26])([CH3:23])[CH3:22])[O:17][C:16]([CH3:29])([CH3:28])[N:15]2[C:30]([O:32][C:33]([CH3:36])([CH3:35])[CH3:34])=[O:31])[N:12]=1)([C:4]([CH3:6])([CH3:7])[CH3:5])([CH3:2])[CH3:3]. (6) The product is: [NH:2]([C:6]1[CH:14]=[CH:13][C:9]([C:10]([O:33][C:31]2[CH:30]=[CH:29][C:28]([CH:34]3[CH2:35][CH2:36][N:37]([C:40](=[O:50])[CH2:41][CH2:42][C:43]([O:45][C:46]([CH3:47])([CH3:48])[CH3:49])=[O:44])[CH2:38][CH2:39]3)=[C:27]([C:24]3[CH2:23][C:22]([CH2:51][C:52]([O:53][C:54]([CH3:57])([CH3:56])[CH3:55])=[O:58])([CH2:21][C:20](=[O:59])[O:19][C:15]([CH3:17])([CH3:18])[CH3:16])[O:26][N:25]=3)[CH:32]=2)=[O:11])=[CH:8][CH:7]=1)[C:3]([NH2:5])=[NH:4]. Given the reactants Cl.[NH:2]([C:6]1[CH:14]=[CH:13][C:9]([C:10](Cl)=[O:11])=[CH:8][CH:7]=1)[C:3]([NH2:5])=[NH:4].[C:15]([O:19][C:20](=[O:59])[CH2:21][C:22]1([CH2:51][C:52](=[O:58])[O:53][C:54]([CH3:57])([CH3:56])[CH3:55])[O:26][N:25]=[C:24]([C:27]2[CH:32]=[C:31]([OH:33])[CH:30]=[CH:29][C:28]=2[CH:34]2[CH2:39][CH2:38][N:37]([C:40](=[O:50])[CH2:41][CH2:42][C:43]([O:45][C:46]([CH3:49])([CH3:48])[CH3:47])=[O:44])[CH2:36][CH2:35]2)[CH2:23]1)([CH3:18])([CH3:17])[CH3:16].N1C=CC=CC=1.CN1C(=O)CCC1, predict the reaction product. (7) Given the reactants [CH2:1]([O:3][C:4](=[O:16])[CH:5]([CH2:9][NH:10][CH:11]1[CH2:15][CH2:14][CH2:13][CH2:12]1)[CH2:6][CH2:7][CH3:8])[CH3:2].[Cl:17][C:18]1[N:23]=[C:22](Cl)[C:21]([N+:25]([O-:27])=[O:26])=[CH:20][N:19]=1.C(=O)(O)[O-].[K+], predict the reaction product. The product is: [CH2:1]([O:3][C:4](=[O:16])[CH:5]([CH2:9][N:10]([C:20]1[C:21]([N+:25]([O-:27])=[O:26])=[CH:22][N:23]=[C:18]([Cl:17])[N:19]=1)[CH:11]1[CH2:12][CH2:13][CH2:14][CH2:15]1)[CH2:6][CH2:7][CH3:8])[CH3:2]. (8) Given the reactants [F:1][C:2]1[C:3]([O:32][CH2:33][O:34][CH2:35][CH2:36][Si:37]([CH3:40])([CH3:39])[CH3:38])=[CH:4][C:5]([CH2:27][C:28]([F:31])([F:30])[F:29])=[C:6]([C:8]2[N+:13]([O-])=[CH:12][C:11]3[C:15]([I:26])=[N:16][N:17]([CH2:18][O:19][CH2:20][CH2:21][Si:22]([CH3:25])([CH3:24])[CH3:23])[C:10]=3[CH:9]=2)[CH:7]=1.[Cl:41][C:42]1[CH:43]=[CH:44][C:45]([N:62]([CH3:67])[S:63]([CH3:66])(=[O:65])=[O:64])=[C:46]([CH:61]=1)[CH2:47][NH:48]C(=O)OC1C=CC([N+]([O-])=O)=CC=1.C(N(CC)CC)C, predict the reaction product. The product is: [Cl:41][C:42]1[CH:43]=[CH:44][C:45]([N:62]([CH3:67])[S:63]([CH3:66])(=[O:65])=[O:64])=[C:46]([CH2:47][NH:48][C:12]2[C:11]3[C:15]([I:26])=[N:16][N:17]([CH2:18][O:19][CH2:20][CH2:21][Si:22]([CH3:24])([CH3:23])[CH3:25])[C:10]=3[CH:9]=[C:8]([C:6]3[CH:7]=[C:2]([F:1])[C:3]([O:32][CH2:33][O:34][CH2:35][CH2:36][Si:37]([CH3:39])([CH3:40])[CH3:38])=[CH:4][C:5]=3[CH2:27][C:28]([F:30])([F:31])[F:29])[N:13]=2)[CH:61]=1.